The task is: Predict the reactants needed to synthesize the given product.. This data is from Full USPTO retrosynthesis dataset with 1.9M reactions from patents (1976-2016). (1) Given the product [F:36][C:2]1[CH:7]=[CH:6][N:5]=[C:4]2[N:8]([Si:11]([CH:18]([CH3:20])[CH3:19])([CH:15]([CH3:17])[CH3:16])[CH:12]([CH3:14])[CH3:13])[CH:9]=[CH:10][C:3]=12, predict the reactants needed to synthesize it. The reactants are: Br[C:2]1[CH:7]=[CH:6][N:5]=[C:4]2[N:8]([Si:11]([CH:18]([CH3:20])[CH3:19])([CH:15]([CH3:17])[CH3:16])[CH:12]([CH3:14])[CH3:13])[CH:9]=[CH:10][C:3]=12.C([Li])(C)(C)C.C1C=CC(S(N(S(C2C=CC=CC=2)(=O)=O)[F:36])(=O)=O)=CC=1.[Cl-].[NH4+]. (2) Given the product [CH2:1]([O:3][C:4](=[O:20])[C@@H:5]([O:18][CH3:19])[CH2:6][C:7]1[CH:12]=[CH:11][C:10]([O:13][CH2:14][CH2:15][CH2:16][O:46][C:36]2[CH:37]=[CH:38][C:33]([C:30]3[CH:31]=[CH:32][C:27]([O:26][Si:25]([C:21]([CH3:24])([CH3:23])[CH3:22])([CH3:41])[CH3:40])=[CH:28][CH:29]=3)=[CH:34][CH:35]=2)=[CH:9][CH:8]=1)[CH3:2], predict the reactants needed to synthesize it. The reactants are: [CH2:1]([O:3][C:4](=[O:20])[C@@H:5]([O:18][CH3:19])[CH2:6][C:7]1[CH:12]=[CH:11][C:10]([O:13][CH2:14][CH2:15][CH2:16]Br)=[CH:9][CH:8]=1)[CH3:2].[C:21]([Si:25]([CH3:41])([CH3:40])[O:26][C:27]1(O)[CH:32]=[CH:31][C:30]([C:33]2[CH:38]=[CH:37][CH:36]=[CH:35][CH:34]=2)=[CH:29][CH2:28]1)([CH3:24])([CH3:23])[CH3:22].CN(C=[O:46])C. (3) Given the product [Cl:1][C:2]1[CH:9]=[C:8]([CH:7]=[C:4]([C:5]#[N:6])[CH:3]=1)[O:10][CH:18]([C:24](=[O:26])[CH3:25])[C:19]([O:21][CH2:22][CH3:23])=[O:20], predict the reactants needed to synthesize it. The reactants are: [Cl:1][C:2]1[CH:3]=[C:4]([CH:7]=[C:8]([OH:10])[CH:9]=1)[C:5]#[N:6].C(=O)([O-])[O-].[K+].[K+].Cl[CH:18]([C:24](=[O:26])[CH3:25])[C:19]([O:21][CH2:22][CH3:23])=[O:20].